The task is: Predict which catalyst facilitates the given reaction.. This data is from Catalyst prediction with 721,799 reactions and 888 catalyst types from USPTO. (1) Reactant: [Br:1][C:2]1[CH:3]=[C:4]([C:8]([CH3:20])([CH2:12][C:13]2[CH:18]=[CH:17][C:16]([Cl:19])=[CH:15][CH:14]=2)[C:9](=[O:11])[CH3:10])[CH:5]=[CH:6][CH:7]=1.[BH4-].[Na+]. Product: [Br:1][C:2]1[CH:3]=[C:4]([C:8]([CH3:20])([CH2:12][C:13]2[CH:14]=[CH:15][C:16]([Cl:19])=[CH:17][CH:18]=2)[CH:9]([OH:11])[CH3:10])[CH:5]=[CH:6][CH:7]=1. The catalyst class is: 5. (2) Reactant: [CH:1]([N:4]1[C:12]2[CH:11]=[C:10]([C:13]3[CH:14]=[N:15][CH:16]=[CH:17][CH:18]=3)[CH:9]=[C:8]([C:19]([O:21]C)=[O:20])[C:7]=2[C:6]([CH3:23])=[N:5]1)([CH3:3])[CH3:2].BrC1C=C(C(OC)=O)C2C(C=O)=NNC=2C=1.O[Li].O. Product: [CH:1]([N:4]1[C:12]2[CH:11]=[C:10]([C:13]3[CH:14]=[N:15][CH:16]=[CH:17][CH:18]=3)[CH:9]=[C:8]([C:19]([OH:21])=[O:20])[C:7]=2[C:6]([CH3:23])=[N:5]1)([CH3:3])[CH3:2]. The catalyst class is: 20. (3) Reactant: [Cl:1][C:2]1[CH:3]=[C:4]([NH:12]C(=O)C(F)(F)F)[C:5]2[O:10][CH2:9][CH2:8][O:7][C:6]=2[CH:11]=1.[OH-].[Na+]. Product: [Cl:1][C:2]1[CH:3]=[C:4]([NH2:12])[C:5]2[O:10][CH2:9][CH2:8][O:7][C:6]=2[CH:11]=1. The catalyst class is: 5. (4) Product: [CH3:11][O:10][CH2:9][O:8][C:5]1[CH:6]=[CH:7][C:2]([C:20](=[O:30])[CH:21]([C:24]2[CH:29]=[CH:28][CH:27]=[CH:26][CH:25]=2)[CH2:22][CH3:23])=[CH:3][CH:4]=1. Reactant: Br[C:2]1[CH:7]=[CH:6][C:5]([O:8][CH2:9][O:10][CH3:11])=[CH:4][CH:3]=1.[Li]CCCC.CON(C)[C:20](=[O:30])[CH:21]([C:24]1[CH:29]=[CH:28][CH:27]=[CH:26][CH:25]=1)[CH2:22][CH3:23].O. The catalyst class is: 1.